From a dataset of Catalyst prediction with 721,799 reactions and 888 catalyst types from USPTO. Predict which catalyst facilitates the given reaction. (1) Reactant: I[C:2]1[CH:3]=[CH:4][C:5]2[N:6]([CH:8]=[C:9]([NH:11][C:12]([CH:14]3[CH2:16][CH2:15]3)=[O:13])[N:10]=2)[N:7]=1.[CH3:17][N:18]1[C:22]2[CH:23]=[CH:24][C:25]([OH:27])=[CH:26][C:21]=2[N:20]=[C:19]1[CH3:28].C(=O)([O-])[O-].[K+].[K+]. Product: [CH3:17][N:18]1[C:22]2[CH:23]=[CH:24][C:25]([O:27][C:2]3[CH:3]=[CH:4][C:5]4[N:6]([CH:8]=[C:9]([NH:11][C:12]([CH:14]5[CH2:16][CH2:15]5)=[O:13])[N:10]=4)[N:7]=3)=[CH:26][C:21]=2[N:20]=[C:19]1[CH3:28]. The catalyst class is: 9. (2) Reactant: [O:1]1[CH2:6][CH2:5][CH:4]([C:7]([C:9]2[S:13][C:12]([NH2:14])=[N:11][C:10]=2[C:15]2[O:16][CH:17]=[CH:18][CH:19]=2)=[O:8])[CH2:3][CH2:2]1.C(N(CC)CC)C.[Br:27][CH2:28][C:29](Br)=[O:30].O. Product: [Br:27][CH2:28][C:29]([NH:14][C:12]1[S:13][C:9]([C:7]([CH:4]2[CH2:5][CH2:6][O:1][CH2:2][CH2:3]2)=[O:8])=[C:10]([C:15]2[O:16][CH:17]=[CH:18][CH:19]=2)[N:11]=1)=[O:30]. The catalyst class is: 251.